Dataset: Catalyst prediction with 721,799 reactions and 888 catalyst types from USPTO. Task: Predict which catalyst facilitates the given reaction. (1) Reactant: [NH2:1][C:2]1[CH:3]=[C:4]([N:8]2[C:12]([NH:13][C:14]([NH:16][C:17]3[CH:22]=[CH:21][C:20]([O:23][C:24]4[CH:29]=[CH:28][N:27]=[CH:26][CH:25]=4)=[CH:19][CH:18]=3)=[O:15])=[CH:11][C:10]([C:30]([CH3:33])([CH3:32])[CH3:31])=[N:9]2)[CH:5]=[CH:6][CH:7]=1.[Si:34]([O:41][CH2:42][CH2:43][CH:44]=O)([C:37]([CH3:40])([CH3:39])[CH3:38])([CH3:36])[CH3:35].C(O[BH-](OC(=O)C)OC(=O)C)(=O)C.[Na+].C(O)(=O)C. Product: [C:30]([C:10]1[CH:11]=[C:12]([NH:13][C:14]([NH:16][C:17]2[CH:18]=[CH:19][C:20]([O:23][C:24]3[CH:25]=[CH:26][N:27]=[CH:28][CH:29]=3)=[CH:21][CH:22]=2)=[O:15])[N:8]([C:4]2[CH:5]=[CH:6][CH:7]=[C:2]([NH:1][CH2:44][CH2:43][CH2:42][O:41][Si:34]([C:37]([CH3:38])([CH3:40])[CH3:39])([CH3:35])[CH3:36])[CH:3]=2)[N:9]=1)([CH3:33])([CH3:32])[CH3:31]. The catalyst class is: 1. (2) Reactant: Cl.Cl.C[O:4][C:5](=[O:14])[C@H:6]([CH2:8][C:9]1[N:13]=[CH:12][NH:11][CH:10]=1)[NH2:7].O.O.O.O.O.O.O.O.O.O.O.O.OP([O-])([O-])=O.[Na+].[Na+]. Product: [NH2:7][C@H:6]([C:5]([OH:14])=[O:4])[CH2:8][C:9]1[N:13]=[CH:12][NH:11][CH:10]=1. The catalyst class is: 801. (3) The catalyst class is: 282. Reactant: [C:1]1([CH:8]=[CH:7][C:5]([OH:6])=[CH:4][CH:3]=1)[OH:2].[Br:9]Br.C(Cl)(Cl)Cl.CO. Product: [Br:9][C:7]1[CH:8]=[C:1]([OH:2])[CH:3]=[CH:4][C:5]=1[OH:6]. (4) Reactant: [C:1]([O:5][C:6](=[O:29])[C:7]([O:10]/[N:11]=[C:12](/[C:16]1[N:17]=[C:18]([NH:21][C:22]([O:24][C:25]([CH3:28])([CH3:27])[CH3:26])=[O:23])[S:19][CH:20]=1)\[C:13](O)=[O:14])([CH3:9])[CH3:8])([CH3:4])([CH3:3])[CH3:2].CN(C(ON1N=NC2C=CC=NC1=2)=[N+](C)C)C.F[P-](F)(F)(F)(F)F.CCN(C(C)C)C(C)C.[NH2:63]/[C:64](/[CH2:77][C@@H:78]1[C@H:81]([NH2:82])[C:80](=[O:83])[NH:79]1)=[CH:65]\[C:66](=[O:76])[CH2:67][NH:68][C:69](=[O:75])[O:70][C:71]([CH3:74])([CH3:73])[CH3:72]. Product: [NH2:63]/[C:64](=[CH:65]\[C:66](=[O:76])[CH2:67][NH:68][C:69]([O:70][C:71]([CH3:74])([CH3:73])[CH3:72])=[O:75])/[CH2:77][C@@H:78]1[C@H:81]([NH:82][C:13](=[O:14])/[C:12](=[N:11]\[O:10][C:7]([CH3:9])([CH3:8])[C:6]([O:5][C:1]([CH3:4])([CH3:3])[CH3:2])=[O:29])/[C:16]2[N:17]=[C:18]([NH:21][C:22]([O:24][C:25]([CH3:28])([CH3:27])[CH3:26])=[O:23])[S:19][CH:20]=2)[C:80](=[O:83])[NH:79]1. The catalyst class is: 59. (5) Reactant: [C:1]1([N:7]2[CH2:12][CH2:11][C:10](=O)[CH2:9][CH2:8]2)[CH:6]=[CH:5][CH:4]=[CH:3][CH:2]=1.[CH3:14][NH2:15].[H][H]. Product: [CH3:14][NH:15][CH:10]1[CH2:11][CH2:12][N:7]([C:1]2[CH:6]=[CH:5][CH:4]=[CH:3][CH:2]=2)[CH2:8][CH2:9]1. The catalyst class is: 43.